From a dataset of hERG Central: cardiac toxicity at 1µM, 10µM, and general inhibition. Predict hERG channel inhibition at various concentrations. (1) The molecule is Cc1oc2cc3oc(=O)c(CCC(=O)N4C[C@@H]5C[C@H](C4)Cn4c5cccc4=O)c(C)c3cc2c1C. Results: hERG_inhib (hERG inhibition (general)): blocker. (2) The molecule is CCOC(=O)C1(CCCc2ccccc2)CCN(C(=O)C2CCCN(C(N)=O)C2)CC1. Results: hERG_inhib (hERG inhibition (general)): blocker. (3) The drug is O=C(CN1CCN(Cc2ccccc2Cl)CC1)N/N=C/C=C/c1ccccc1[N+](=O)[O-]. Results: hERG_inhib (hERG inhibition (general)): blocker. (4) The drug is CCCC(=O)c1ccc(N2CCN(C(=O)c3cccs3)CC2)c(F)c1. Results: hERG_inhib (hERG inhibition (general)): blocker. (5) The compound is CN(C)CCCN(C(=O)c1ccc2c(c1)OCCO2)c1nc2cc3c(cc2s1)OCO3.Cl. Results: hERG_inhib (hERG inhibition (general)): blocker. (6) The drug is CCOc1ccc2c(c1)sc(N)[n+]2Cc1cccc2cccnc12.[Br-]. Results: hERG_inhib (hERG inhibition (general)): blocker. (7) The drug is O=C(Nc1cccc(Cl)c1)N1CCC(CO)(CCOc2ccccc2)CC1. Results: hERG_inhib (hERG inhibition (general)): blocker. (8) The molecule is CCCCCCN1C=CC=C/C1=C/C=C(C#N)C#N. Results: hERG_inhib (hERG inhibition (general)): blocker. (9) The compound is CSc1nc(=S)n(-c2ccc([N+](=O)[O-])cc2)c(C)c1C(C)=O. Results: hERG_inhib (hERG inhibition (general)): blocker. (10) The compound is Cc1ccc(-c2noc(C3CCCN(C(=O)c4cccc([N+](=O)[O-])c4)C3)n2)o1. Results: hERG_inhib (hERG inhibition (general)): blocker.